Dataset: Peptide-MHC class I binding affinity with 185,985 pairs from IEDB/IMGT. Task: Regression. Given a peptide amino acid sequence and an MHC pseudo amino acid sequence, predict their binding affinity value. This is MHC class I binding data. (1) The binding affinity (normalized) is 0.327. The MHC is HLA-A03:01 with pseudo-sequence HLA-A03:01. The peptide sequence is TTFPVNGGY. (2) The peptide sequence is ASEELMDKY. The MHC is HLA-A24:02 with pseudo-sequence HLA-A24:02. The binding affinity (normalized) is 0.0847. (3) The peptide sequence is FATCGIFAL. The MHC is H-2-Db with pseudo-sequence H-2-Db. The binding affinity (normalized) is 0.692. (4) The peptide sequence is RMYSPVSIL. The MHC is HLA-C06:02 with pseudo-sequence HLA-C06:02. The binding affinity (normalized) is 0.257. (5) The peptide sequence is AEQLMSLAA. The MHC is HLA-B40:01 with pseudo-sequence HLA-B40:01. The binding affinity (normalized) is 0.304. (6) The peptide sequence is YKLCLSGDGW. The MHC is H-2-Kb with pseudo-sequence H-2-Kb. The binding affinity (normalized) is 0.